Dataset: Catalyst prediction with 721,799 reactions and 888 catalyst types from USPTO. Task: Predict which catalyst facilitates the given reaction. Reactant: [CH3:1][O:2][C:3]1[CH:12]=[C:11]2[C:6]([C:7]([O:13][CH2:14][C:15]([N:18]3[C:23](=[O:24])[CH:22]=[CH:21][C:20]([NH:25]C(=O)OC(C)(C)C)=[CH:19]3)([CH3:17])[CH3:16])=[CH:8][CH:9]=[N:10]2)=[CH:5][CH:4]=1.C(O)(C(F)(F)F)=O. Product: [NH2:25][C:20]1[CH:21]=[CH:22][C:23](=[O:24])[N:18]([C:15]([CH3:16])([CH3:17])[CH2:14][O:13][C:7]2[C:6]3[C:11](=[CH:12][C:3]([O:2][CH3:1])=[CH:4][CH:5]=3)[N:10]=[CH:9][CH:8]=2)[CH:19]=1. The catalyst class is: 2.